Dataset: Forward reaction prediction with 1.9M reactions from USPTO patents (1976-2016). Task: Predict the product of the given reaction. (1) Given the reactants [F:1][C:2]1[C:7]([C:8](OC)=[O:9])=[C:6]([CH3:12])[C:5]([I:13])=[CH:4][CH:3]=1.[H-].[Al+3].[Li+].[H-].[H-].[H-].[Cl-].[NH4+].[H][H], predict the reaction product. The product is: [F:1][C:2]1[C:7]([CH2:8][OH:9])=[C:6]([CH3:12])[C:5]([I:13])=[CH:4][CH:3]=1. (2) The product is: [CH2:1]([O:3][C:4]1[CH:5]=[C:6]([O:11][C:12]2[N:17]=[CH:16][C:15]([NH2:18])=[CH:14][N:13]=2)[CH:7]=[CH:8][C:9]=1[CH3:10])[CH3:2]. Given the reactants [CH2:1]([O:3][C:4]1[CH:5]=[C:6]([O:11][C:12]2[N:17]=[CH:16][C:15]([N+:18]([O-])=O)=[CH:14][N:13]=2)[CH:7]=[CH:8][C:9]=1[CH3:10])[CH3:2].C1COCC1.O.[Cl-].[NH4+], predict the reaction product. (3) Given the reactants [Cl:1][C:2]1[N:3]([CH2:7][CH3:8])[CH:4]=[CH:5][N:6]=1.CN(CCN(C)C)C.[Li]CCCC.[B:22](OC(C)C)([O:27]C(C)C)[O:23]C(C)C.Cl, predict the reaction product. The product is: [Cl:1][C:2]1[N:3]([CH2:7][CH3:8])[C:4]([B:22]([OH:27])[OH:23])=[CH:5][N:6]=1. (4) Given the reactants [Cl:1][C:2]1[CH:24]=[CH:23][C:5]([CH2:6][NH:7][C:8]([C:10]2[C:11](=[O:22])[C:12]3[CH:19]=[C:18]([CH2:20]Cl)[O:17][C:13]=3[N:14]([CH3:16])[CH:15]=2)=[O:9])=[CH:4][CH:3]=1.[CH3:25][NH:26][CH2:27][CH:28]([C:30]1[CH:35]=[CH:34][N:33]=[CH:32][CH:31]=1)[OH:29], predict the reaction product. The product is: [Cl:1][C:2]1[CH:24]=[CH:23][C:5]([CH2:6][NH:7][C:8]([C:10]2[C:11](=[O:22])[C:12]3[CH:19]=[C:18]([CH2:20][N:26]([CH2:27][CH:28]([OH:29])[C:30]4[CH:31]=[CH:32][N:33]=[CH:34][CH:35]=4)[CH3:25])[O:17][C:13]=3[N:14]([CH3:16])[CH:15]=2)=[O:9])=[CH:4][CH:3]=1. (5) The product is: [NH2:66][C:62]1([C:59]2[CH:58]=[CH:57][C:56]([C:53]3[C:54](=[O:55])[C:49]4[C:50]([O:51][C:52]=3[C:74]3[CH:75]=[CH:76][CH:77]=[CH:78][CH:79]=3)=[C:45]([C:41]3[CH:42]=[CH:43][CH:44]=[C:39]([N+:37]#[C-:38])[CH:40]=3)[N:46]=[CH:47][CH:48]=4)=[CH:61][CH:60]=2)[CH2:63][CH2:64][CH2:65]1. Given the reactants NC1(C2C=CC(C3C(=O)C4C(OC=3C3C=CC=CC=3)=C(C3C(C)=NN(C)C=3C)N=CC=4)=CC=2)CCC1.[N+:37]([C:39]1[CH:40]=[C:41]([C:45]2[N:46]=[CH:47][CH:48]=[C:49]3[C:54](=[O:55])[C:53]([C:56]4[CH:61]=[CH:60][C:59]([C:62]5([NH:66]C(=O)OC(C)(C)C)[CH2:65][CH2:64][CH2:63]5)=[CH:58][CH:57]=4)=[C:52]([C:74]4[CH:79]=[CH:78][CH:77]=[CH:76][CH:75]=4)[O:51][C:50]=23)[CH:42]=[CH:43][CH:44]=1)#[C-:38].Cl, predict the reaction product. (6) Given the reactants [Br:1][C:2]1[CH:24]=[CH:23][C:22]([F:25])=[CH:21][C:3]=1[O:4][CH:5]1[CH2:10][CH2:9][N:8]([C:11]2[N:12]=[CH:13][C:14]([C:17]([O:19]C)=O)=[N:15][CH:16]=2)[CH2:7][CH2:6]1.[NH3:26], predict the reaction product. The product is: [Br:1][C:2]1[CH:24]=[CH:23][C:22]([F:25])=[CH:21][C:3]=1[O:4][CH:5]1[CH2:10][CH2:9][N:8]([C:11]2[N:12]=[CH:13][C:14]([C:17]([NH2:26])=[O:19])=[N:15][CH:16]=2)[CH2:7][CH2:6]1. (7) Given the reactants I[CH2:2][CH:3]1[CH2:8][O:7][CH2:6][CH2:5][O:4]1.[CH3:9][C:10]([OH:12])=[O:11], predict the reaction product. The product is: [C:10]([O:12][CH2:2][CH:3]1[CH2:8][O:7][CH2:6][CH2:5][O:4]1)(=[O:11])[CH3:9].